Predict the reaction yield, written as a fraction of the theoretical maximum amount of product (1.0 means a 100% yield; for example, 0.34 means a 34% yield). From a dataset of Reaction yield outcomes from USPTO patents with 853,638 reactions. (1) The reactants are Br[C:2]1[S:6][N:5]=[C:4]([CH3:7])[CH:3]=1.[Cl-].[Li+].C([Mg+])(C)C.[Cl-].Cl[C:16]1[N:21]=[C:20]2[C:22]([C:25]([F:37])([F:36])[C:26]3[CH:27]=[C:28]4[C:33](=[CH:34][CH:35]=3)[N:32]=[CH:31][CH:30]=[CH:29]4)=[N:23][O:24][C:19]2=[CH:18][CH:17]=1.CC(N(C)C)=O. The catalyst is C1COCC1.C(OCC)(=O)C.[Cl-].[Zn+2].[Cl-].CC(P(C(C)(C)C)[C-]1C=CC=C1)(C)C.C1C=CC([C-]2C(C3C=CC=CC=3)=C(C3C=CC=CC=3)C(C3C=CC=CC=3)=C2C2C=CC=CC=2)=CC=1.[Fe+2].C1C=CC(/C=C/C(/C=C/C2C=CC=CC=2)=O)=CC=1.C1C=CC(/C=C/C(/C=C/C2C=CC=CC=2)=O)=CC=1.C1C=CC(/C=C/C(/C=C/C2C=CC=CC=2)=O)=CC=1.[Pd].[Pd]. The product is [F:37][C:25]([F:36])([C:22]1[C:20]2=[N:21][C:16]([C:2]3[S:6][N:5]=[C:4]([CH3:7])[CH:3]=3)=[CH:17][CH:18]=[C:19]2[O:24][N:23]=1)[C:26]1[CH:27]=[C:28]2[C:33](=[CH:34][CH:35]=1)[N:32]=[CH:31][CH:30]=[CH:29]2. The yield is 0.0300. (2) The reactants are [CH2:1]([N:8]1[CH2:13][CH2:12][C:11]([N:16]([CH3:18])[CH3:17])([C:14]#N)[CH2:10][CH2:9]1)[C:2]1[CH:7]=[CH:6][CH:5]=[CH:4][CH:3]=1.CO.C(Cl)(Cl)Cl.[NH4+].[Cl-].[CH2:27]1[CH2:31]OC[CH2:28]1. No catalyst specified. The product is [CH2:1]([N:8]1[CH2:9][CH2:10][C:11]([CH2:14][CH2:28][CH2:27][CH3:31])([N:16]([CH3:17])[CH3:18])[CH2:12][CH2:13]1)[C:2]1[CH:3]=[CH:4][CH:5]=[CH:6][CH:7]=1. The yield is 0.530. (3) The reactants are [F:1][C:2]1[CH:11]=[CH:10][C:9]([F:12])=[CH:8][C:3]=1[C:4](=[S:7])[NH:5][NH2:6].[N:13]([CH2:16][CH2:17][CH2:18][C:19]([C:21]1[CH:26]=[CH:25][CH:24]=[CH:23][CH:22]=1)=O)=[N+:14]=[N-:15]. The catalyst is CCO.ClCCl.C(O)(=O)C. The product is [N:13]([CH2:16][CH2:17][CH2:18][C:19]1([C:21]2[CH:26]=[CH:25][CH:24]=[CH:23][CH:22]=2)[NH:6][N:5]=[C:4]([C:3]2[CH:8]=[C:9]([F:12])[CH:10]=[CH:11][C:2]=2[F:1])[S:7]1)=[N+:14]=[N-:15]. The yield is 0.410. (4) The reactants are [Br:1]N1C(=O)CCC1=O.[CH3:9][O:10][C:11]1[CH:16]=[CH:15][CH:14]=[C:13]([N+:17]([O-:19])=[O:18])[C:12]=1[CH3:20].O. The catalyst is C(Cl)(Cl)(Cl)Cl.C(OOC(=O)C1C=CC=CC=1)(=O)C1C=CC=CC=1. The product is [Br:1][CH2:20][C:12]1[C:13]([N+:17]([O-:19])=[O:18])=[CH:14][CH:15]=[CH:16][C:11]=1[O:10][CH3:9]. The yield is 0.860. (5) The reactants are [Br:1][C:2]1[CH:3]=[CH:4][C:5]([NH:8][C:9]2[N:14]=[CH:13][C:12]([CH:15]3[O:20][CH2:19][CH2:18][N:17](C(OC(C)(C)C)=O)[CH2:16]3)=[CH:11][C:10]=2[CH3:28])=[N:6][CH:7]=1.FC(F)(F)C(O)=O.CCOC(C)=O.C1COCC1. The catalyst is C(#N)C.O. The product is [Br:1][C:2]1[CH:3]=[CH:4][C:5]([NH:8][C:9]2[C:10]([CH3:28])=[CH:11][C:12]([CH:15]3[O:20][CH2:19][CH2:18][NH:17][CH2:16]3)=[CH:13][N:14]=2)=[N:6][CH:7]=1. The yield is 0.540. (6) The reactants are [N:1]1[C:6]2[NH:7][CH:8]=[CH:9][C:5]=2[C:4]([C:10]2[CH:11]=[N:12][N:13]([C:15]3([CH2:38][C:39]#[N:40])[CH2:18][N:17]([CH:19]4[CH2:24][CH2:23][N:22]([C:25](=[O:37])[C:26]5[CH:31]=[CH:30][N:29]=[C:28]([C:32]([F:35])([F:34])[F:33])[C:27]=5[F:36])[CH2:21][CH2:20]4)[CH2:16]3)[CH:14]=2)=[N:3][CH:2]=1.[C:41]([OH:50])(=[O:49])[CH2:42][CH2:43][CH2:44][CH2:45][C:46]([OH:48])=[O:47].CCCCCCC. The catalyst is CC(C)=O. The product is [C:41]([OH:50])(=[O:49])[CH2:42][CH2:43][CH2:44][CH2:45][C:46]([OH:48])=[O:47].[N:1]1[C:6]2[NH:7][CH:8]=[CH:9][C:5]=2[C:4]([C:10]2[CH:11]=[N:12][N:13]([C:15]3([CH2:38][C:39]#[N:40])[CH2:18][N:17]([CH:19]4[CH2:20][CH2:21][N:22]([C:25](=[O:37])[C:26]5[CH:31]=[CH:30][N:29]=[C:28]([C:32]([F:35])([F:33])[F:34])[C:27]=5[F:36])[CH2:23][CH2:24]4)[CH2:16]3)[CH:14]=2)=[N:3][CH:2]=1. The yield is 0.856.